This data is from Catalyst prediction with 721,799 reactions and 888 catalyst types from USPTO. The task is: Predict which catalyst facilitates the given reaction. (1) Reactant: Cl[C:2]1[CH:3]=[C:4]([N:21]([CH:31]2[CH2:33][CH2:32]2)CC2C=CC(OC)=CC=2)[C:5]2[N:6]([C:8]([C:11]([NH:13][C:14]3[CH:19]=[CH:18][N:17]=[CH:16][C:15]=3[F:20])=[O:12])=[CH:9][N:10]=2)[N:7]=1.[CH2:34]1[CH2:41][CH:40]([NH2:42])[C:38](=[O:39])[NH:37][CH2:36][CH2:35]1.CN1C(=O)CCC1.C(O)(C(F)(F)F)=O. Product: [CH:31]1([NH:21][C:4]2[C:5]3[N:6]([C:8]([C:11]([NH:13][C:14]4[CH:19]=[CH:18][N:17]=[CH:16][C:15]=4[F:20])=[O:12])=[CH:9][N:10]=3)[N:7]=[C:2]([NH:42][CH:40]3[CH2:41][CH2:34][CH2:35][CH2:36][NH:37][C:38]3=[O:39])[CH:3]=2)[CH2:33][CH2:32]1. The catalyst class is: 100. (2) Reactant: [CH3:1][N:2]([CH3:37])[CH2:3][C:4]([N:6]1[C:14]2[C:9](=[CH:10][C:11]([O:35][CH3:36])=[C:12]([NH:15][C:16]3[NH:21][C:20]4=[N:22][CH:23]=[CH:24][C:19]4=[C:18]([NH:25][C:26]4[CH:34]=[CH:33][CH:32]=[CH:31][C:27]=4[C:28]([NH2:30])=[O:29])[N:17]=3)[CH:13]=2)[CH2:8][CH2:7]1)=[O:5].[CH3:38]N.[OH-].[K+]. Product: [CH3:1][N:2]([CH3:37])[CH2:3][C:4]([N:6]1[C:14]2[C:9](=[CH:10][C:11]([O:35][CH3:36])=[C:12]([NH:15][C:16]3[NH:21][C:20]4=[N:22][CH:23]=[CH:24][C:19]4=[C:18]([NH:25][C:26]4[CH:34]=[CH:33][CH:32]=[CH:31][C:27]=4[C:28]([NH:30][CH3:38])=[O:29])[N:17]=3)[CH:13]=2)[CH2:8][CH2:7]1)=[O:5]. The catalyst class is: 25.